The task is: Predict which catalyst facilitates the given reaction.. This data is from Catalyst prediction with 721,799 reactions and 888 catalyst types from USPTO. (1) Reactant: [CH3:1][N:2]([CH2:10][CH2:11][N:12]1[CH2:17][CH2:16][O:15][C:14]2[CH:18]=[CH:19][C:20]([NH:22][C:23]([C:25]3[S:26][CH:27]=[CH:28][CH:29]=3)=[NH:24])=[CH:21][C:13]1=2)C(=O)OC(C)(C)C.[ClH:30]. Product: [ClH:30].[ClH:30].[CH3:1][NH:2][CH2:10][CH2:11][N:12]1[CH2:17][CH2:16][O:15][C:14]2[CH:18]=[CH:19][C:20]([NH:22][C:23]([C:25]3[S:26][CH:27]=[CH:28][CH:29]=3)=[NH:24])=[CH:21][C:13]1=2. The catalyst class is: 5. (2) Reactant: C([Li])CCC.[Cl:6][C:7]1[CH:8]=[C:9]([C:15]2[CH:20]=[CH:19][CH:18]=[CH:17][CH:16]=2)[CH:10]=[CH:11][C:12]=1[C:13]#[CH:14].[C:21](=[O:23])=[O:22]. Product: [Cl:6][C:7]1[CH:8]=[C:9]([C:15]2[CH:16]=[CH:17][CH:18]=[CH:19][CH:20]=2)[CH:10]=[CH:11][C:12]=1[C:13]#[C:14][C:21]([OH:23])=[O:22]. The catalyst class is: 1. (3) Reactant: [CH3:1][O:2][C:3]1[CH:4]=[C:5]2[C:9](=[CH:10][CH:11]=1)[N:8]([C:12]1[CH:17]=[CH:16][C:15]([OH:18])=[CH:14][CH:13]=1)[C:7]([CH2:19][O:20][CH3:21])=[CH:6]2.Cl[CH2:23][CH2:24][CH2:25][N:26]1[CH2:30][CH2:29][CH2:28][CH2:27]1.[H-].[Na+].[I-].[Na+]. Product: [CH3:1][O:2][C:3]1[CH:4]=[C:5]2[C:9](=[CH:10][CH:11]=1)[N:8]([C:12]1[CH:17]=[CH:16][C:15]([O:18][CH2:23][CH2:24][CH2:25][N:26]3[CH2:30][CH2:29][CH2:28][CH2:27]3)=[CH:14][CH:13]=1)[C:7]([CH2:19][O:20][CH3:21])=[CH:6]2. The catalyst class is: 35. (4) Reactant: C(NC(C)C)(C)C.C([Li])CCC.[F:13][C:14]1[N:19]=[CH:18][C:17]([CH:20]([N:22]2[CH2:27][CH2:26][O:25][CH2:24][CH2:23]2)[CH3:21])=[CH:16][C:15]=1[B:28]1[O:32]C(C)(C)C(C)(C)[O:29]1.B(OC(C)C)(OC(C)C)OC(C)C. Product: [F:13][C:14]1[C:15]([B:28]([OH:29])[OH:32])=[CH:16][C:17]([CH:20]([N:22]2[CH2:27][CH2:26][O:25][CH2:24][CH2:23]2)[CH3:21])=[CH:18][N:19]=1. The catalyst class is: 1. (5) Reactant: [Cl:1][C:2]1[CH:7]=[CH:6][C:5]([C:8]2[N:9]=[C:10]3[N:14]([C:15]=2[CH2:16][OH:17])[CH:13]=[C:12]([CH:18]=[O:19])[S:11]3)=[CH:4][CH:3]=1.[H-].[Al+3].[Li+].[H-].[H-].[H-]. Product: [Cl:1][C:2]1[CH:7]=[CH:6][C:5]([C:8]2[N:9]=[C:10]3[N:14]([C:15]=2[CH2:16][OH:17])[CH:13]=[C:12]([CH2:18][OH:19])[S:11]3)=[CH:4][CH:3]=1. The catalyst class is: 1. (6) Reactant: C[O:2][C:3](=[O:17])[C:4]1[CH:9]=[CH:8][C:7]([C:10]2[O:11][C:12]([CH:15]=[O:16])=[CH:13][CH:14]=2)=[CH:6][CH:5]=1.[OH-].[Li+].Cl. Product: [CH:15]([C:12]1[O:11][C:10]([C:7]2[CH:8]=[CH:9][C:4]([C:3]([OH:17])=[O:2])=[CH:5][CH:6]=2)=[CH:14][CH:13]=1)=[O:16]. The catalyst class is: 24.